From a dataset of Full USPTO retrosynthesis dataset with 1.9M reactions from patents (1976-2016). Predict the reactants needed to synthesize the given product. (1) Given the product [C:1]([O:5][C:6](=[O:33])[C@H:7]([CH2:26][S:27][CH2:28][C@H:29]([OH:32])[CH2:30][OH:31])[NH:8][C:9]([O:11][CH2:12][C:13]1[C:25]2[CH2:24][C:23]3[C:18](=[CH:19][CH:20]=[CH:21][CH:22]=3)[C:17]=2[CH:16]=[CH:15][CH:14]=1)=[O:10])([CH3:4])([CH3:2])[CH3:3], predict the reactants needed to synthesize it. The reactants are: [C:1]([O:5][C:6](=[O:33])[C@H:7]([CH2:26][S:27][CH2:28][CH:29]([OH:32])[CH2:30][OH:31])[NH:8][C:9]([O:11][CH2:12][C:13]1[C:25]2[CH2:24][C:23]3[C:18](=[CH:19][CH:20]=[CH:21][CH:22]=3)[C:17]=2[CH:16]=[CH:15][CH:14]=1)=[O:10])([CH3:4])([CH3:3])[CH3:2].CC(OC([C@@H](NC(OCC1C2C(=CC=CC=2)C2C1=CC=CC=2)=O)CSSC[C@H](NC(OCC1C2C(=CC=CC=2)C2C1=CC=CC=2)=O)C(OC(C)(C)C)=O)=O)(C)C. (2) Given the product [CH3:1][O:2][C:3]1[C:12]([C:19]2[CH:18]=[C:17]([Br:16])[CH:22]=[CH:21][C:20]=2[F:24])=[CH:11][C:10]2[C:5](=[CH:6][CH:7]=[CH:8][CH:9]=2)[N:4]=1, predict the reactants needed to synthesize it. The reactants are: [CH3:1][O:2][C:3]1[C:12](B(O)O)=[CH:11][C:10]2[C:5](=[CH:6][CH:7]=[CH:8][CH:9]=2)[N:4]=1.[Br:16][C:17]1[CH:18]=[CH:19][C:20]([F:24])=[C:21](I)[CH:22]=1.C(=O)([O-])[O-].[Na+].[Na+].